Dataset: Forward reaction prediction with 1.9M reactions from USPTO patents (1976-2016). Task: Predict the product of the given reaction. (1) Given the reactants S(Cl)(Cl)=O.[O:5]([C:12]1[CH:20]=[CH:19][CH:18]=[CH:17][C:13]=1[C:14]([OH:16])=[O:15])[C:6]1[CH:11]=[CH:10][CH:9]=[CH:8][CH:7]=1.[CH3:21]O, predict the reaction product. The product is: [CH3:21][O:15][C:14](=[O:16])[C:13]1[CH:17]=[CH:18][CH:19]=[CH:20][C:12]=1[O:5][C:6]1[CH:7]=[CH:8][CH:9]=[CH:10][CH:11]=1. (2) Given the reactants Cl.[F:2][C:3]1[CH:8]=[CH:7][C:6]([C:9]2[N:13]=[C:12]([C@H:14]3[CH2:19][CH2:18][CH2:17][NH:16][CH2:15]3)[O:11][N:10]=2)=[CH:5][CH:4]=1.[C:20]([C:22]1[CH:23]=[C:24]([CH:28]=[CH:29][C:30]=1[F:31])[C:25](O)=[O:26])#[N:21].C1C=NC2N(O)N=NC=2C=1.C1CCC(N=C=NC2CCCCC2)CC1, predict the reaction product. The product is: [F:31][C:30]1[CH:29]=[CH:28][C:24]([C:25]([N:16]2[CH2:17][CH2:18][CH2:19][C@H:14]([C:12]3[O:11][N:10]=[C:9]([C:6]4[CH:7]=[CH:8][C:3]([F:2])=[CH:4][CH:5]=4)[N:13]=3)[CH2:15]2)=[O:26])=[CH:23][C:22]=1[C:20]#[N:21]. (3) Given the reactants C([Si]([O:8][CH2:9][C:10]1[CH:15]=[C:14]([N+:16]([O-:18])=[O:17])[CH:13]=[CH:12][C:11]=1[N:19]=[C:20]=S)(C)C)(C)(C)C.[O:22]([CH2:29][CH2:30][NH2:31])[C:23]1[CH:28]=[CH:27][CH:26]=[CH:25][CH:24]=1, predict the reaction product. The product is: [N+:16]([C:14]1[CH:13]=[CH:12][C:11]2[N:19]=[C:20]([NH:31][CH2:30][CH2:29][O:22][C:23]3[CH:28]=[CH:27][CH:26]=[CH:25][CH:24]=3)[O:8][CH2:9][C:10]=2[CH:15]=1)([O-:18])=[O:17]. (4) Given the reactants [C:1]([C:3]1[CH:11]=[CH:10][C:6]([C:7]([OH:9])=[O:8])=[CH:5][N:4]=1)#[N:2].C(Cl)(Cl)[Cl:13].[H][H], predict the reaction product. The product is: [ClH:13].[NH2:2][CH2:1][C:3]1[CH:11]=[CH:10][C:6]([C:7]([OH:9])=[O:8])=[CH:5][N:4]=1. (5) Given the reactants [F:1][C:2]1[CH:7]=[CH:6][C:5]([C:8](=O)[CH2:9][O:10][CH2:11][CH:12]=[CH2:13])=[CH:4][CH:3]=1.[C-]#N.[K+].[C:18](=[O:21])([O-])[O-].[NH4+:22].[NH4+:23].[CH2:24]([OH:26])C.O, predict the reaction product. The product is: [F:1][C:2]1[CH:7]=[CH:6][C:5]([C:8]2([CH2:9][O:10][CH2:11][CH:12]=[CH2:13])[C:24](=[O:26])[NH:23][C:18](=[O:21])[NH:22]2)=[CH:4][CH:3]=1. (6) Given the reactants [C:1]([O:5][C@@H:6]([C:10]1[C:11]([C:25]2[CH:30]=[CH:29][C:28]([Cl:31])=[CH:27][CH:26]=2)=[C:12]2[C:17](=[CH:18][C:19]=1[CH3:20])[N:16]=[C:15]([C:21]([O:23][CH3:24])=[O:22])[CH:14]=[CH:13]2)[C:7]([OH:9])=[O:8])([CH3:4])([CH3:3])[CH3:2].[C:32](O[C@@H](C1C(C2C=CC(Cl)=CC=2)=C2C(=CC=1C)N=C(COCC)C=C2)CO)(C)(C)C, predict the reaction product. The product is: [C:1]([O:5][C@@H:6]([C:10]1[C:11]([C:25]2[CH:26]=[CH:27][C:28]([Cl:31])=[CH:29][CH:30]=2)=[C:12]2[C:17](=[CH:18][C:19]=1[CH3:20])[N:16]=[C:15]([C:21]([O:23][CH2:24][CH3:32])=[O:22])[CH:14]=[CH:13]2)[C:7]([OH:9])=[O:8])([CH3:4])([CH3:2])[CH3:3]. (7) Given the reactants [F:1][C:2]1[CH:11]=[CH:10][C:9]([C:12]2[N:17]=[C:16]3[N:18]([CH2:21][C:22]4[CH:23]=[C:24]5[C:29](=[CH:30][CH:31]=4)[N:28]=[CH:27][CH:26]=[CH:25]5)[N:19]=[N:20][C:15]3=[CH:14][CH:13]=2)=[CH:8][C:3]=1[C:4]([O:6]C)=[O:5].[OH-].[Li+].C1COCC1.Cl, predict the reaction product. The product is: [F:1][C:2]1[CH:11]=[CH:10][C:9]([C:12]2[N:17]=[C:16]3[N:18]([CH2:21][C:22]4[CH:23]=[C:24]5[C:29](=[CH:30][CH:31]=4)[N:28]=[CH:27][CH:26]=[CH:25]5)[N:19]=[N:20][C:15]3=[CH:14][CH:13]=2)=[CH:8][C:3]=1[C:4]([OH:6])=[O:5]. (8) Given the reactants [Br:1][C:2]1[CH:3]=[CH:4][C:5]([N+:9]([O-:11])=[O:10])=[C:6]([CH:8]=1)[NH2:7].[H-].[Na+].[CH3:14][C:15]([O:18][C:19](O[C:19]([O:18][C:15]([CH3:17])([CH3:16])[CH3:14])=[O:20])=[O:20])([CH3:17])[CH3:16], predict the reaction product. The product is: [Br:1][C:2]1[CH:3]=[CH:4][C:5]([N+:9]([O-:11])=[O:10])=[C:6]([NH:7][C:19](=[O:20])[O:18][C:15]([CH3:17])([CH3:16])[CH3:14])[CH:8]=1.